This data is from Catalyst prediction with 721,799 reactions and 888 catalyst types from USPTO. The task is: Predict which catalyst facilitates the given reaction. (1) Reactant: [Cl:1][C:2]1[N:7]=[C:6]([NH2:8])[N:5]=[C:4]([NH2:9])[C:3]=1I.[C:11]([C:13]1[CH:14]=[CH:15][C:16]([NH2:19])=[N:17][CH:18]=1)#[CH:12].C(N(CC)CC)C. Product: [NH2:19][C:16]1[N:17]=[CH:18][C:13]([C:11]#[C:12][C:3]2[C:4]([NH2:9])=[N:5][C:6]([NH2:8])=[N:7][C:2]=2[Cl:1])=[CH:14][CH:15]=1. The catalyst class is: 654. (2) Reactant: [C:1]([C:5]1[O:9][C:8]([C:10]2[CH:15]=[CH:14][CH:13]=[CH:12][C:11]=2[N+:16]([O-])=O)=[N:7][CH:6]=1)([CH3:4])([CH3:3])[CH3:2]. Product: [C:1]([C:5]1[O:9][C:8]([C:10]2[CH:15]=[CH:14][CH:13]=[CH:12][C:11]=2[NH2:16])=[N:7][CH:6]=1)([CH3:4])([CH3:2])[CH3:3]. The catalyst class is: 403. (3) Reactant: [CH3:1][S-:2].[Na+].Br[C:5]1[C:13]([O:14][CH:15]2[CH2:20][CH2:19][CH2:18][CH2:17][O:16]2)=[CH:12][CH:11]=[C:10]2[C:6]=1[CH:7]=[N:8][N:9]2[CH:21]1[CH2:26][CH2:25][CH2:24][CH2:23][O:22]1.O. Product: [CH3:1][S:2][C:5]1[C:13]([O:14][CH:15]2[CH2:20][CH2:19][CH2:18][CH2:17][O:16]2)=[CH:12][CH:11]=[C:10]2[C:6]=1[CH:7]=[N:8][N:9]2[CH:21]1[CH2:26][CH2:25][CH2:24][CH2:23][O:22]1. The catalyst class is: 9. (4) Reactant: [CH2:1]([S:3]([C:6]1[CH:7]=[C:8]([C:12]2[CH:20]=[C:19]([C:21]([NH:23][CH:24]3[CH2:29][CH2:28][N:27]([CH3:30])[CH2:26][CH2:25]3)=[O:22])[C:18]([CH3:31])=[C:17]3[C:13]=2[C:14]2[CH:35]=[C:34]([CH3:36])[CH:33]=[N:32][C:15]=2[NH:16]3)[CH:9]=[CH:10][CH:11]=1)(=[O:5])=[O:4])[CH3:2].[C:37]([OH:45])(=[O:44])[C:38]1[CH:43]=[CH:42][CH:41]=[CH:40][CH:39]=1. Product: [CH2:1]([S:3]([C:6]1[CH:7]=[C:8]([C:12]2[CH:20]=[C:19]([C:21]([NH:23][CH:24]3[CH2:25][CH2:26][N:27]([CH3:30])[CH2:28][CH2:29]3)=[O:22])[C:18]([CH3:31])=[C:17]3[C:13]=2[C:14]2[CH:35]=[C:34]([CH3:36])[CH:33]=[N:32][C:15]=2[NH:16]3)[CH:9]=[CH:10][CH:11]=1)(=[O:4])=[O:5])[CH3:2].[C:37]([OH:45])(=[O:44])[C:38]1[CH:43]=[CH:42][CH:41]=[CH:40][CH:39]=1.[CH2:1]([S:3]([C:6]1[CH:7]=[C:8]([C:12]2[CH:20]=[C:19]([C:21]([NH:23][CH:24]3[CH2:25][CH2:26][N:27]([CH3:30])[CH2:28][CH2:29]3)=[O:22])[C:18]([CH3:31])=[C:17]3[C:13]=2[C:14]2[CH:35]=[C:34]([CH3:36])[CH:33]=[N:32][C:15]=2[NH:16]3)[CH:9]=[CH:10][CH:11]=1)(=[O:4])=[O:5])[CH3:2]. The catalyst class is: 47. (5) Reactant: [N:1]1[CH:6]=[CH:5][C:4]([C:7]2[CH:12]=[CH:11][N:10]3[CH:13]=[CH:14][N:15]=[C:9]3[CH:8]=2)=[CH:3][CH:2]=1.Br[C:17]1[CH:22]=[CH:21][C:20]([CH2:23][C:24]([NH:26][C:27]2[S:28][C:29]([CH:33]([CH3:35])[CH3:34])=[C:30]([CH3:32])[N:31]=2)=[O:25])=[C:19]([F:36])[CH:18]=1.C([O-])(=O)C.[K+]. Product: [F:36][C:19]1[CH:18]=[C:17]([C:13]2[N:10]3[CH:11]=[CH:12][C:7]([C:4]4[CH:3]=[CH:2][N:1]=[CH:6][CH:5]=4)=[CH:8][C:9]3=[N:15][CH:14]=2)[CH:22]=[CH:21][C:20]=1[CH2:23][C:24]([NH:26][C:27]1[S:28][C:29]([CH:33]([CH3:35])[CH3:34])=[C:30]([CH3:32])[N:31]=1)=[O:25]. The catalyst class is: 16. (6) Reactant: [CH3:1][N:2]([CH3:6])[C:3]([Cl:5])=[O:4].C(N(CC)CC)C.[CH3:14][CH:15]([NH2:30])[CH2:16][O:17][CH2:18][CH:19]([O:21][CH2:22][CH:23]([O:25][CH2:26][CH:27]([NH2:29])[CH3:28])[CH3:24])[CH3:20].NC(N)=O. Product: [CH3:1][N:2]([CH3:6])[C:3]([Cl:5])=[O:4].[CH3:14][CH:15]([NH2:30])[CH2:16][O:17][CH2:18][CH:19]([O:21][CH2:22][CH:23]([O:25][CH2:26][CH:27]([NH2:29])[CH3:28])[CH3:24])[CH3:20]. The catalyst class is: 12. (7) Reactant: [CH3:1][C:2]1[N:6]=[C:5]([CH:7]2[CH2:12][CH2:11][CH2:10][NH:9][CH2:8]2)[O:4][N:3]=1.[C:13]([OH:22])(=[O:21])[C@@H:14]([C@H:16]([C:18]([OH:20])=[O:19])[OH:17])[OH:15].C(#N)C. Product: [C:18]([C@@H:16]([C@H:14]([C:13]([O-:22])=[O:21])[OH:15])[OH:17])([O-:20])=[O:19].[CH3:1][C:2]1[N:6]=[C:5]([CH:7]2[CH2:12][CH2:11][CH2:10][NH:9][CH2:8]2)[O:4][N:3]=1. The catalyst class is: 5. (8) Reactant: [C:1]1([S:7]([C:10]2[C:18]3[C:13](=[CH:14][CH:15]=[CH:16][CH:17]=3)[NH:12][C:11]=2[C:19]([NH:21][NH2:22])=[O:20])(=[O:9])=[O:8])[CH:6]=[CH:5][CH:4]=[CH:3][CH:2]=1.[Cl:23][C:24]1[CH:31]=[CH:30][C:27]([CH:28]=O)=[CH:26][CH:25]=1. Product: [Cl:23][C:24]1[CH:31]=[CH:30][C:27]([CH:28]=[N:22][NH:21][C:19]([C:11]2[NH:12][C:13]3[C:18]([C:10]=2[S:7]([C:1]2[CH:2]=[CH:3][CH:4]=[CH:5][CH:6]=2)(=[O:9])=[O:8])=[CH:17][CH:16]=[CH:15][CH:14]=3)=[O:20])=[CH:26][CH:25]=1. The catalyst class is: 8. (9) Reactant: [N+:1]([O-:4])(O)=[O:2].[C:5]([C:9]1[CH:14]=[CH:13][CH:12]=[CH:11][C:10]=1[OH:15])([CH3:8])([CH3:7])[CH3:6]. Product: [C:5]([C:9]1[CH:14]=[CH:13][CH:12]=[C:11]([N+:1]([O-:4])=[O:2])[C:10]=1[OH:15])([CH3:8])([CH3:6])[CH3:7]. The catalyst class is: 47.